Dataset: Forward reaction prediction with 1.9M reactions from USPTO patents (1976-2016). Task: Predict the product of the given reaction. (1) Given the reactants [CH3:1][N:2]([CH3:11])[CH2:3][CH2:4][N:5]1[CH2:10][CH2:9][NH:8][CH2:7][CH2:6]1.CO[C:14](=[O:23])[C:15]1[CH:20]=[CH:19][CH:18]=[C:17]([CH2:21]Br)[CH:16]=1.[Cl:24][C:25]1[CH:30]=[CH:29][C:28]([C@@H:31]2[C@:33]3([C:41]4[C:36](=[CH:37][CH:38]=[CH:39][CH:40]=4)[NH:35][C:34]3=[O:42])[CH2:32]2)=[CH:27][CH:26]=1, predict the reaction product. The product is: [Cl:24][C:25]1[CH:26]=[CH:27][C:28]([C@@H:31]2[C@:33]3([C:41]4[C:36](=[CH:37][CH:38]=[CH:39][CH:40]=4)[N:35]([CH2:21][C:17]4[CH:18]=[CH:19][CH:20]=[C:15]([C:14]([N:8]5[CH2:9][CH2:10][N:5]([CH2:4][CH2:3][N:2]([CH3:11])[CH3:1])[CH2:6][CH2:7]5)=[O:23])[CH:16]=4)[C:34]3=[O:42])[CH2:32]2)=[CH:29][CH:30]=1. (2) Given the reactants [NH:1]1[C:9]2[C:4](=[CH:5][C:6]([NH:10][C:11]3[C:20]4[C:15](=[CH:16][CH:17]=[CH:18][CH:19]=4)[N:14]=[C:13]([C:21]4[CH:22]=[C:23]([CH:29]=[CH:30][CH:31]=4)[O:24][CH2:25][C:26](O)=[O:27])[N:12]=3)=[CH:7][CH:8]=2)[CH:3]=[N:2]1.C1CN([P+](O[N:49]2N=N[C:51]3C=CC=[CH:55][C:50]2=3)(N2CCCC2)N2CCCC2)CC1.F[P-](F)(F)(F)(F)F.CCN(C(C)C)C(C)C.CC(N)C, predict the reaction product. The product is: [NH:1]1[C:9]2[C:4](=[CH:5][C:6]([NH:10][C:11]3[C:20]4[C:15](=[CH:16][CH:17]=[CH:18][CH:19]=4)[N:14]=[C:13]([C:21]4[CH:22]=[C:23]([CH:29]=[CH:30][CH:31]=4)[O:24][CH2:25][C:26]([NH:49][CH:50]([CH3:55])[CH3:51])=[O:27])[N:12]=3)=[CH:7][CH:8]=2)[CH:3]=[N:2]1. (3) Given the reactants [Cl:1][C:2]1[N:7]=[C:6]([CH3:8])[N:5]=[C:4]([NH:9][CH2:10][CH2:11][O:12][CH3:13])[C:3]=1[NH2:14].[Cl:15][C:16]1[CH:23]=[CH:22][CH:21]=[CH:20][C:17]=1[CH:18]=O.C(C1C(=O)C(Cl)=C(Cl)C(=O)C=1C#N)#N, predict the reaction product. The product is: [Cl:1][C:2]1[N:7]=[C:6]([CH3:8])[N:5]=[C:4]2[C:3]=1[N:14]=[C:18]([C:17]1[CH:20]=[CH:21][CH:22]=[CH:23][C:16]=1[Cl:15])[N:9]2[CH2:10][CH2:11][O:12][CH3:13]. (4) Given the reactants [CH3:1][C@H:2]([O:6][C:7]1[CH:8]=[C:9]([CH:14]=[C:15]([O:17][CH2:18][C:19]2[CH:24]=[CH:23][CH:22]=[CH:21][CH:20]=2)[CH:16]=1)[C:10]([O:12]C)=[O:11])[CH2:3][O:4][CH3:5].[OH-].[Na+], predict the reaction product. The product is: [CH3:1][C@H:2]([O:6][C:7]1[CH:8]=[C:9]([CH:14]=[C:15]([O:17][CH2:18][C:19]2[CH:20]=[CH:21][CH:22]=[CH:23][CH:24]=2)[CH:16]=1)[C:10]([OH:12])=[O:11])[CH2:3][O:4][CH3:5]. (5) Given the reactants [Br:1][C:2]1[CH:10]=[CH:9][C:5]([C:6](Cl)=[O:7])=[CH:4][CH:3]=1.[C:11]1([CH3:18])[C:16]([OH:17])=[CH:15][CH:14]=[CH:13][CH:12]=1.[Al+3].[Cl-].[Cl-].[Cl-].O, predict the reaction product. The product is: [Br:1][C:2]1[CH:10]=[CH:9][C:5]([C:6]([C:13]2[CH:14]=[CH:15][C:16]([OH:17])=[C:11]([CH3:18])[CH:12]=2)=[O:7])=[CH:4][CH:3]=1. (6) Given the reactants Cl[C:2]1[N:7]=[N:6][C:5]([NH:8][C:9](=[O:13])[O:10][CH2:11][CH3:12])=[C:4]([CH3:14])[CH:3]=1.[O-:15][CH2:16][CH3:17].[Na+], predict the reaction product. The product is: [CH2:16]([O:15][C:2]1[N:7]=[N:6][C:5]([NH:8][C:9](=[O:13])[O:10][CH2:11][CH3:12])=[C:4]([CH3:14])[CH:3]=1)[CH3:17]. (7) Given the reactants Br[C:2]1[CH:9]=[CH:8][C:5]([C:6]#[N:7])=[CH:4][CH:3]=1.C([Cu])#N.FC1C=CC(C=C)=CC=1.F[C:23]1[CH:28]=[CH:27][CH:26]=[CH:25][C:24]=1[C:29]([C:31]1[CH:36]=[CH:35][C:34]([O:37][CH3:38])=[CH:33][CH:32]=1)=[O:30], predict the reaction product. The product is: [CH3:38][O:37][C:34]1[CH:35]=[CH:36][C:31]([C:29]([C:24]2[CH:25]=[CH:26][CH:27]=[CH:28][C:23]=2[C:2]2[CH:9]=[CH:8][C:5]([C:6]#[N:7])=[CH:4][CH:3]=2)=[O:30])=[CH:32][CH:33]=1.